This data is from Full USPTO retrosynthesis dataset with 1.9M reactions from patents (1976-2016). The task is: Predict the reactants needed to synthesize the given product. Given the product [OH:20][C@@H:13]([C:14]1[CH:15]=[CH:16][CH:17]=[CH:18][CH:19]=1)[C:11]([N:10]([C:5]1[CH:6]=[CH:7][C:8]([CH3:9])=[C:3]([O:2][CH3:1])[CH:4]=1)[CH2:24][CH2:25][C:26]1[CH:27]=[N:28][C:29]([C:32]([F:33])([F:34])[F:35])=[CH:30][CH:31]=1)=[O:12], predict the reactants needed to synthesize it. The reactants are: [CH3:1][O:2][C:3]1[CH:4]=[C:5]([N:10]([CH2:24][CH2:25][C:26]2[CH:27]=[N:28][C:29]([C:32]([F:35])([F:34])[F:33])=[CH:30][CH:31]=2)[C:11]([C@@H:13]([O:20]C(=O)C)[C:14]2[CH:19]=[CH:18][CH:17]=[CH:16][CH:15]=2)=[O:12])[CH:6]=[CH:7][C:8]=1[CH3:9].O.[OH-].[Li+].